From a dataset of Serine/threonine kinase 33 screen with 319,792 compounds. Binary Classification. Given a drug SMILES string, predict its activity (active/inactive) in a high-throughput screening assay against a specified biological target. (1) The compound is O=C1N(C(=O)N(C(=O)/C1=C(/Nc1ccc(cc1)C(OCC)=O)CC)C)C. The result is 0 (inactive). (2) The drug is O1c2n(nc3c2cccc3)c2c(C1)cc(cc2)C#CCCCCCC. The result is 0 (inactive). (3) The result is 0 (inactive). The drug is O1CCN(CC1)c1c(OCC)cc(NC(=O)c2ccc(OC(C)C)cc2)c(OCC)c1. (4) The molecule is s1c2ncn(n3c(ccc3C)C)c(=O)c2cc1c1ccccc1. The result is 0 (inactive). (5) The compound is Clc1c(cc(NC(=O)CN(C(=O)c2oc3c(c(=O)c2)cccc3)C)cc1)C(F)(F)F. The result is 0 (inactive). (6) The compound is O=C1N(C(\C(C1=O)=C(/O)c1cc(OC)ccc1)c1cc(OC)c(OCC)cc1)c1noc(c1)C. The result is 0 (inactive). (7) The compound is S1C(N2CCCC2)=NC(=O)C1CC(=O)Nc1ccc(C(=O)N2CC(CCC2)C(F)(F)F)cc1. The result is 0 (inactive).